This data is from Full USPTO retrosynthesis dataset with 1.9M reactions from patents (1976-2016). The task is: Predict the reactants needed to synthesize the given product. Given the product [F:54][CH:36]([F:35])[C:37]1[C:45]2[C:44]([F:46])([F:47])[CH2:43][CH2:42][C:41]([F:49])([F:48])[C:40]=2[N:39]([CH2:50][C:51]([NH:8][C@H:9]([C:19]2[C:24]([C:25]3[CH:26]=[CH:27][C:28]([F:34])=[C:29]([CH:33]=3)[C:30]([NH2:32])=[O:31])=[CH:23][CH:22]=[CH:21][N:20]=2)[CH2:10][C:11]2[CH:12]=[C:13]([F:18])[CH:14]=[C:15]([F:17])[CH:16]=2)=[O:52])[N:38]=1, predict the reactants needed to synthesize it. The reactants are: FC(F)(F)C(O)=O.[NH2:8][C@H:9]([C:19]1[C:24]([C:25]2[CH:26]=[CH:27][C:28]([F:34])=[C:29]([CH:33]=2)[C:30]([NH2:32])=[O:31])=[CH:23][CH:22]=[CH:21][N:20]=1)[CH2:10][C:11]1[CH:16]=[C:15]([F:17])[CH:14]=[C:13]([F:18])[CH:12]=1.[F:35][CH:36]([F:54])[C:37]1[C:45]2[C:44]([F:47])([F:46])[CH2:43][CH2:42][C:41]([F:49])([F:48])[C:40]=2[N:39]([CH2:50][C:51](O)=[O:52])[N:38]=1.